This data is from Reaction yield outcomes from USPTO patents with 853,638 reactions. The task is: Predict the reaction yield, written as a fraction of the theoretical maximum amount of product (1.0 means a 100% yield; for example, 0.34 means a 34% yield). The reactants are [Cl:1][C:2]1[CH:3]=[CH:4][C:5]2[O:9][C:8]([C:10]([OH:12])=O)=[CH:7][C:6]=2[CH:13]=1.C(Cl)(=O)C(Cl)=O.[CH3:20][N:21]([CH3:37])[CH:22]1[CH2:26][CH2:25][N:24]([C:27]2[S:28][C:29]3[CH:35]=[C:34]([NH2:36])[CH:33]=[CH:32][C:30]=3[N:31]=2)[CH2:23]1. No catalyst specified. The product is [CH3:20][N:21]([CH3:37])[CH:22]1[CH2:26][CH2:25][N:24]([C:27]2[S:28][C:29]3[CH:35]=[C:34]([NH:36][C:10]([C:8]4[O:9][C:5]5[CH:4]=[CH:3][C:2]([Cl:1])=[CH:13][C:6]=5[CH:7]=4)=[O:12])[CH:33]=[CH:32][C:30]=3[N:31]=2)[CH2:23]1. The yield is 0.430.